Dataset: NCI-60 drug combinations with 297,098 pairs across 59 cell lines. Task: Regression. Given two drug SMILES strings and cell line genomic features, predict the synergy score measuring deviation from expected non-interaction effect. (1) Drug 1: C1=NC2=C(N1)C(=S)N=C(N2)N. Drug 2: CC1=C(C(CCC1)(C)C)C=CC(=CC=CC(=CC(=O)O)C)C. Cell line: SK-OV-3. Synergy scores: CSS=49.6, Synergy_ZIP=6.77, Synergy_Bliss=5.90, Synergy_Loewe=10.6, Synergy_HSA=10.4. (2) Drug 1: CC12CCC(CC1=CCC3C2CCC4(C3CC=C4C5=CN=CC=C5)C)O. Drug 2: CCCCC(=O)OCC(=O)C1(CC(C2=C(C1)C(=C3C(=C2O)C(=O)C4=C(C3=O)C=CC=C4OC)O)OC5CC(C(C(O5)C)O)NC(=O)C(F)(F)F)O. Cell line: SF-268. Synergy scores: CSS=6.44, Synergy_ZIP=0.562, Synergy_Bliss=3.03, Synergy_Loewe=2.82, Synergy_HSA=1.34. (3) Cell line: HCC-2998. Drug 1: COC1=CC(=CC(=C1O)OC)C2C3C(COC3=O)C(C4=CC5=C(C=C24)OCO5)OC6C(C(C7C(O6)COC(O7)C8=CC=CS8)O)O. Drug 2: CNC(=O)C1=NC=CC(=C1)OC2=CC=C(C=C2)NC(=O)NC3=CC(=C(C=C3)Cl)C(F)(F)F. Synergy scores: CSS=28.3, Synergy_ZIP=-4.80, Synergy_Bliss=1.44, Synergy_Loewe=-16.0, Synergy_HSA=-1.72. (4) Drug 1: C1=NNC2=C1C(=O)NC=N2. Synergy scores: CSS=34.4, Synergy_ZIP=1.62, Synergy_Bliss=-2.89, Synergy_Loewe=-68.1, Synergy_HSA=-6.49. Cell line: SF-539. Drug 2: B(C(CC(C)C)NC(=O)C(CC1=CC=CC=C1)NC(=O)C2=NC=CN=C2)(O)O.